This data is from Full USPTO retrosynthesis dataset with 1.9M reactions from patents (1976-2016). The task is: Predict the reactants needed to synthesize the given product. (1) The reactants are: [OH:1][C:2]1[N:10]=[CH:9][CH:8]=[CH:7][C:3]=1[C:4]([OH:6])=[O:5].OS(O)(=O)=O.[CH3:16]O. Given the product [O:1]=[C:2]1[C:3]([C:4]([O:6][CH3:16])=[O:5])=[CH:7][CH:8]=[CH:9][NH:10]1, predict the reactants needed to synthesize it. (2) Given the product [F:46][C:33]1[CH:32]=[CH:31][C:30]([O:29][C:26]2[CH:27]=[CH:28][C:23]3[N:24]([CH:47]=[C:21]([NH:20][C:5]([CH:3]4[CH2:4][CH:2]4[CH3:1])=[O:7])[N:22]=3)[N:25]=2)=[CH:35][C:34]=1[NH:36][C:37]([C:39]1[N:43]([CH3:44])[N:42]=[C:41]([CH3:45])[CH:40]=1)=[O:38], predict the reactants needed to synthesize it. The reactants are: [CH3:1][CH:2]1[CH2:4][CH:3]1[C:5]([OH:7])=O.CN(C)C=O.C(Cl)(=O)C(Cl)=O.Cl.[NH2:20][C:21]1[N:22]=[C:23]2[CH:28]=[CH:27][C:26]([O:29][C:30]3[CH:31]=[CH:32][C:33]([F:46])=[C:34]([NH:36][C:37]([C:39]4[N:43]([CH3:44])[N:42]=[C:41]([CH3:45])[CH:40]=4)=[O:38])[CH:35]=3)=[N:25][N:24]2[CH:47]=1. (3) Given the product [CH2:1]([O:8][C:9]1[C:14](=[O:15])[N:13]([CH2:25][CH2:24][C:23]([O:27][CH3:28])=[O:26])[C:12]([S:16][CH3:17])=[N:11][C:10]=1[C:18]([O:20][CH2:21][CH3:22])=[O:19])[C:2]1[CH:7]=[CH:6][CH:5]=[CH:4][CH:3]=1, predict the reactants needed to synthesize it. The reactants are: [CH2:1]([O:8][C:9]1[C:14](=[O:15])[NH:13][C:12]([S:16][CH3:17])=[N:11][C:10]=1[C:18]([O:20][CH2:21][CH3:22])=[O:19])[C:2]1[CH:7]=[CH:6][CH:5]=[CH:4][CH:3]=1.[C:23]([O:27][CH3:28])(=[O:26])[CH:24]=[CH2:25].[F-].[Cs+]. (4) The reactants are: Cl.[NH:2]1[CH2:5][CH:4]([C@@H:6]([C:8]2[CH:16]=[CH:15][C:14]([C:17]([NH2:19])=[O:18])=[C:13]3[C:9]=2[CH:10]=[CH:11][NH:12]3)[CH3:7])[CH2:3]1.C(N(C(C)C)C(C)C)C.[C:29](Cl)(=[O:32])[CH:30]=[CH2:31]. Given the product [C:29]([N:2]1[CH2:5][CH:4]([C@@H:6]([C:8]2[CH:16]=[CH:15][C:14]([C:17]([NH2:19])=[O:18])=[C:13]3[C:9]=2[CH:10]=[CH:11][NH:12]3)[CH3:7])[CH2:3]1)(=[O:32])[CH:30]=[CH2:31], predict the reactants needed to synthesize it. (5) Given the product [CH3:32][S:33]([C:36]1[CH:37]=[C:38]([NH:42][C:12]([C:11]2[CH:10]=[N:9][N:8]3[C:3]([CH:2]([F:31])[F:1])=[CH:4][C:5]([C:15]4[CH:20]=[CH:19][C:18]([C:21]([F:22])([F:23])[F:24])=[C:17]([O:25][CH2:26][C:27]([F:30])([F:28])[F:29])[CH:16]=4)=[N:6][C:7]=23)=[O:13])[CH:39]=[CH:40][CH:41]=1)(=[O:34])=[O:35], predict the reactants needed to synthesize it. The reactants are: [F:1][CH:2]([F:31])[C:3]1[N:8]2[N:9]=[CH:10][C:11]([C:12](O)=[O:13])=[C:7]2[N:6]=[C:5]([C:15]2[CH:20]=[CH:19][C:18]([C:21]([F:24])([F:23])[F:22])=[C:17]([O:25][CH2:26][C:27]([F:30])([F:29])[F:28])[CH:16]=2)[CH:4]=1.[CH3:32][S:33]([C:36]1[CH:37]=[C:38]([NH2:42])[CH:39]=[CH:40][CH:41]=1)(=[O:35])=[O:34].Cl. (6) Given the product [CH2:12]([P:8]([OH:10])([CH:3]([CH3:4])[CH2:2][C:1]([OH:6])=[O:5])=[O:9])[CH3:13], predict the reactants needed to synthesize it. The reactants are: [C:1]([OH:6])(=[O:5])/[CH:2]=[CH:3]/[CH3:4].O.[PH2:8]([O-:10])=[O:9].[Na+].[CH2:12]=[CH2:13]. (7) Given the product [F:1][C:4]1[CH:5]=[C:6]([CH:9]=[CH:10][N:11]=1)[C:7]#[N:8], predict the reactants needed to synthesize it. The reactants are: [F-:1].[Cs+].Cl[C:4]1[CH:5]=[C:6]([CH:9]=[CH:10][N:11]=1)[C:7]#[N:8].O.